This data is from Acute oral toxicity (LD50) regression data from Zhu et al.. The task is: Regression/Classification. Given a drug SMILES string, predict its toxicity properties. Task type varies by dataset: regression for continuous values (e.g., LD50, hERG inhibition percentage) or binary classification for toxic/non-toxic outcomes (e.g., AMES mutagenicity, cardiotoxicity, hepatotoxicity). Dataset: ld50_zhu. (1) The molecule is C=CN. The rat oral LD50 is 1.37, given as -log10 of the dose in mol/kg body weight (higher means more acutely toxic). (2) The molecule is Cn1nc(-c2ccccc2)c2conc2c1=O. The rat oral LD50 is 2.36, given as -log10 of the dose in mol/kg body weight (higher means more acutely toxic). (3) The molecule is CNP(=O)(OC)Oc1ccc(C(C)(C)C)cc1Cl. The rat oral LD50 is 2.80, given as -log10 of the dose in mol/kg body weight (higher means more acutely toxic). (4) The drug is C[Si]1(C)N[Si](C)(C)N[Si](C)(C)N[Si](C)(C)N1. The rat oral LD50 is 3.47, given as -log10 of the dose in mol/kg body weight (higher means more acutely toxic). (5) The drug is CCCCn1cnnc1. The rat oral LD50 is 3.40, given as -log10 of the dose in mol/kg body weight (higher means more acutely toxic).